Dataset: Catalyst prediction with 721,799 reactions and 888 catalyst types from USPTO. Task: Predict which catalyst facilitates the given reaction. (1) Reactant: [C:1]1([CH2:11][C:12]([NH2:14])=[O:13])[C:10]2[C:5](=[CH:6][CH:7]=[CH:8][CH:9]=2)[CH:4]=[CH:3][CH:2]=1.I[C:16]1[CH:20]=[CH:19][S:18][CH:17]=1.N[C@@H]1CCCC[C@H]1N.C(=O)([O-])[O-].[K+].[K+]. Product: [C:1]1([CH2:11][C:12]([NH:14][C:16]2[CH:20]=[CH:19][S:18][CH:17]=2)=[O:13])[C:10]2[C:5](=[CH:6][CH:7]=[CH:8][CH:9]=2)[CH:4]=[CH:3][CH:2]=1. The catalyst class is: 708. (2) Reactant: [Cl:1][C:2]1[N:3]=[CH:4][N:5]([C:7]2[C:13]([F:14])=[CH:12][C:10]([NH2:11])=[CH:9][C:8]=2[F:15])[CH:6]=1.FC1C=C(C=C(F)C=1N1C=CN=C1)N.[C:30](N1C=CC=CC1=O)(N1C=CC=CC1=O)=[S:31]. The catalyst class is: 4. Product: [Cl:1][C:2]1[N:3]=[CH:4][N:5]([C:7]2[C:8]([F:15])=[CH:9][C:10]([N:11]=[C:30]=[S:31])=[CH:12][C:13]=2[F:14])[CH:6]=1.